The task is: Predict the reaction yield, written as a fraction of the theoretical maximum amount of product (1.0 means a 100% yield; for example, 0.34 means a 34% yield).. This data is from Reaction yield outcomes from USPTO patents with 853,638 reactions. The product is [C:32]([N:27]1[CH2:28][CH2:29][CH2:30][CH2:31][C@H:26]1[C:8]1[N:4]2[CH:5]=[CH:6][N:7]=[C:2]([NH2:1])[C:3]2=[C:10]([C:11]2[CH:25]=[CH:24][C:14]([C:15]([NH:17][C:18]3[N:23]=[CH:22][CH:21]=[CH:20][N:19]=3)=[O:16])=[CH:13][CH:12]=2)[N:9]=1)(=[O:35])[CH:33]=[CH2:34]. No catalyst specified. The yield is 0.262. The reactants are [NH2:1][C:2]1[C:3]2[N:4]([C:8]([C@@H:26]3[CH2:31][CH2:30][CH2:29][CH2:28][NH:27]3)=[N:9][C:10]=2[C:11]2[CH:25]=[CH:24][C:14]([C:15]([NH:17][C:18]3[N:23]=[CH:22][CH:21]=[CH:20][N:19]=3)=[O:16])=[CH:13][CH:12]=2)[CH:5]=[CH:6][N:7]=1.[C:32](Cl)(=[O:35])[CH:33]=[CH2:34].